Dataset: Catalyst prediction with 721,799 reactions and 888 catalyst types from USPTO. Task: Predict which catalyst facilitates the given reaction. (1) Product: [ClH:17].[CH3:1][NH:2][CH2:10][CH:11]1[CH2:16][CH2:15][O:14][CH2:13][CH2:12]1. The catalyst class is: 13. Reactant: [CH3:1][N:2]([CH2:10][CH:11]1[CH2:16][CH2:15][O:14][CH2:13][CH2:12]1)C(=O)OC(C)(C)C.[ClH:17].C(OCC)(=O)C. (2) Reactant: [F:1][C:2]1[CH:7]=[CH:6][CH:5]=[CH:4][C:3]=1[C:8]1[N:12]([S:13]([C:16]2[CH:21]=[CH:20][CH:19]=[C:18]([O:22][CH2:23][C:24]([NH:26][CH2:27][CH2:28][OH:29])=[O:25])[CH:17]=2)(=[O:15])=[O:14])[CH:11]=[C:10]([CH2:30][N:31](C)[C:32](=O)OC(C)(C)C)[CH:9]=1.Cl.C(=O)(O)[O-].[Na+]. Product: [F:1][C:2]1[CH:7]=[CH:6][CH:5]=[CH:4][C:3]=1[C:8]1[N:12]([S:13]([C:16]2[CH:17]=[C:18]([CH:19]=[CH:20][CH:21]=2)[O:22][CH2:23][C:24]([NH:26][CH2:27][CH2:28][OH:29])=[O:25])(=[O:14])=[O:15])[CH:11]=[C:10]([CH2:30][NH:31][CH3:32])[CH:9]=1. The catalyst class is: 12. (3) Reactant: [C:1]([O:4][CH:5]([C@@H:7]1[C@:24]2([CH3:25])[C@H:10]([C@H:11]3[C@H:21]([CH2:22][CH2:23]2)[C@:19]2([CH3:20])[C:14](=[CH:15][C@@H:16](O)[CH2:17][CH2:18]2)[CH2:13][CH2:12]3)[CH2:9][CH2:8]1)[CH3:6])(=[O:3])[CH3:2].C1CCCCC1.CCOC(C)=O. Product: [C:1]([O:4][CH:5]([C@@H:7]1[C@:24]2([CH3:25])[C@H:10]([C@H:11]3[C@H:21]([CH2:22][CH2:23]2)[C@:19]2([CH3:20])[C@H:14]([CH2:15][CH2:16][CH2:17][CH2:18]2)[CH2:13][CH2:12]3)[CH2:9][CH2:8]1)[CH3:6])(=[O:3])[CH3:2]. The catalyst class is: 856. (4) Reactant: C([O:4][CH2:5][C:6]1[C:7]([N:32]2[N:41]=[CH:40][C:39]3[C:34](=[C:35]([F:46])[CH:36]=[C:37]([C:42]([CH3:45])([CH3:44])[CH3:43])[CH:38]=3)[C:33]2=[O:47])=[N:8][CH:9]=[CH:10][C:11]=1[C:12]1[CH:17]=[C:16]([NH:18][C:19]2[CH:24]=[CH:23][C:22]([N:25]3[CH2:28][CH:27]([OH:29])[CH2:26]3)=[CH:21][N:20]=2)[C:15](=[O:30])[N:14]([CH3:31])[CH:13]=1)(=O)C.[OH-].[Li+]. Product: [C:42]([C:37]1[CH:38]=[C:39]2[C:34](=[C:35]([F:46])[CH:36]=1)[C:33](=[O:47])[N:32]([C:7]1[C:6]([CH2:5][OH:4])=[C:11]([C:12]3[CH:17]=[C:16]([NH:18][C:19]4[CH:24]=[CH:23][C:22]([N:25]5[CH2:28][CH:27]([OH:29])[CH2:26]5)=[CH:21][N:20]=4)[C:15](=[O:30])[N:14]([CH3:31])[CH:13]=3)[CH:10]=[CH:9][N:8]=1)[N:41]=[CH:40]2)([CH3:45])([CH3:43])[CH3:44]. The catalyst class is: 854. (5) Reactant: [NH2:1][C:2]1[CH:7]=[C:6]([C:8]([F:11])([F:10])[F:9])[CH:5]=[CH:4][C:3]=1/[CH:12]=[CH:13]/[C:14]([O:16]C)=O.Cl.C1COCC1. Product: [F:9][C:8]([F:11])([F:10])[C:6]1[CH:7]=[C:2]2[C:3]([CH:12]=[CH:13][C:14]([OH:16])=[N:1]2)=[CH:4][CH:5]=1. The catalyst class is: 6. (6) Reactant: [C:1]([O:5][C:6]([NH:8][C:9]1[CH2:10][C:11]([C:33]([O:35]CC)=[O:34])=[CH:12][C:13]2[CH:19]=[CH:18][C:17]([C:20]3[CH:25]=[CH:24][C:23]([C:26]([N:28]4[CH2:32][CH2:31][CH2:30][CH2:29]4)=[O:27])=[CH:22][CH:21]=3)=[CH:16][C:14]=2[N:15]=1)=[O:7])([CH3:4])([CH3:3])[CH3:2].[Li+].[OH-].P(=O)(O)(O)O.C(Cl)Cl. Product: [C:1]([O:5][C:6]([NH:8][C:9]1[CH2:10][C:11]([C:33]([OH:35])=[O:34])=[CH:12][C:13]2[CH:19]=[CH:18][C:17]([C:20]3[CH:21]=[CH:22][C:23]([C:26]([N:28]4[CH2:29][CH2:30][CH2:31][CH2:32]4)=[O:27])=[CH:24][CH:25]=3)=[CH:16][C:14]=2[N:15]=1)=[O:7])([CH3:4])([CH3:2])[CH3:3]. The catalyst class is: 636.